This data is from Peptide-MHC class II binding affinity with 134,281 pairs from IEDB. The task is: Regression. Given a peptide amino acid sequence and an MHC pseudo amino acid sequence, predict their binding affinity value. This is MHC class II binding data. (1) The peptide sequence is GKAKGSRAIWYMWLG. The MHC is DRB1_0901 with pseudo-sequence DRB1_0901. The binding affinity (normalized) is 0.626. (2) The peptide sequence is QRALYHTENAYVSVVS. The MHC is DRB1_0401 with pseudo-sequence DRB1_0401. The binding affinity (normalized) is 0.419. (3) The peptide sequence is KTQIDQVESTAGSLQ. The MHC is DRB1_0301 with pseudo-sequence DRB1_0301. The binding affinity (normalized) is 0.189. (4) The peptide sequence is SQDLELSWNLNMLQAY. The MHC is HLA-DQA10301-DQB10302 with pseudo-sequence HLA-DQA10301-DQB10302. The binding affinity (normalized) is 0.432. (5) The binding affinity (normalized) is 0.583. The peptide sequence is ETKYFAATQFEPLAA. The MHC is DRB1_0101 with pseudo-sequence DRB1_0101. (6) The peptide sequence is EDNLGFLMHAPAFETAGTYLRLVKINDWTEITQF. The MHC is DRB5_0101 with pseudo-sequence DRB5_0101. The binding affinity (normalized) is 0.589. (7) The peptide sequence is WQLYMFGETLSRAII. The MHC is DRB5_0101 with pseudo-sequence DRB5_0101. The binding affinity (normalized) is 0.846.